From a dataset of Cav3 T-type calcium channel HTS with 100,875 compounds. Binary Classification. Given a drug SMILES string, predict its activity (active/inactive) in a high-throughput screening assay against a specified biological target. (1) The drug is S(c1n(c2cc(OC)ccc2)c(=O)c2c(n1)cccc2)CC(=O)NCCOC. The result is 0 (inactive). (2) The compound is s1c(NC(=O)C2CCCCC2)nnc1CC. The result is 0 (inactive). (3) The drug is S=c1n(CCCC(=O)N2CCN(CC2)c2c(F)cccc2)c(=O)c2c([nH]1)cc1OCOc1c2. The result is 0 (inactive). (4) The compound is S(=O)(=O)(Cc1oc(C(=O)N2CCN(CC2)c2ncccc2)cc1)c1c(CC)cccc1. The result is 0 (inactive). (5) The molecule is s1c(C(N2CCCc3c2cccc3)c2n(nnn2)C(C)(C)C)ccc1. The result is 1 (active). (6) The drug is Oc1c(c(cc(O)c1C=O)C)C(OC)=O. The result is 0 (inactive). (7) The result is 0 (inactive). The molecule is O1c2c(OCC1)ccc(NC(=O)CC)c2. (8) The molecule is S=C(N1CCC(CC1)C(OCC)=O)Nc1c(cc(OC)c(OC)c1)C(OC)=O. The result is 0 (inactive). (9) The compound is S(=O)(=O)(N(CC(=O)N1CCCCC1)c1cc(ccc1)C(=O)C)C. The result is 0 (inactive). (10) The compound is O=C(N1CC2C(C(C(N)=C(C2=CC1)C#N)(C#N)C#N)CCC)C. The result is 0 (inactive).